Dataset: Catalyst prediction with 721,799 reactions and 888 catalyst types from USPTO. Task: Predict which catalyst facilitates the given reaction. (1) Reactant: [Cl:1][C:2]1[CH:7]=[C:6]([C:8]([NH:10][C:11]2[CH:12]=[C:13]([CH:23]=[CH:24][CH:25]=2)[CH2:14][NH:15]C(=O)OC(C)(C)C)=[O:9])[CH:5]=[CH:4][N:3]=1.Cl. Product: [NH2:15][CH2:14][C:13]1[CH:12]=[C:11]([NH:10][C:8]([C:6]2[CH:5]=[CH:4][N:3]=[C:2]([Cl:1])[CH:7]=2)=[O:9])[CH:25]=[CH:24][CH:23]=1. The catalyst class is: 135. (2) The catalyst class is: 38. Reactant: [C@@H:1]12[O:8][C@@H:5]([CH2:6][CH2:7]1)[CH2:4][N:3]([C:9]1[CH:10]=[C:11]([NH:15][C:16]3[C:17]4[N:34]=[CH:33][S:32][C:18]=4[N:19]=[C:20]([C:22]4[CH:23]=[C:24]([CH:29]=[CH:30][CH:31]=4)[C:25]([O:27]C)=[O:26])[N:21]=3)[CH:12]=[CH:13][CH:14]=1)[CH2:2]2.[OH-].[Na+]. Product: [C@@H:5]12[O:8][C@@H:1]([CH2:7][CH2:6]1)[CH2:2][N:3]([C:9]1[CH:10]=[C:11]([NH:15][C:16]3[C:17]4[N:34]=[CH:33][S:32][C:18]=4[N:19]=[C:20]([C:22]4[CH:23]=[C:24]([CH:29]=[CH:30][CH:31]=4)[C:25]([OH:27])=[O:26])[N:21]=3)[CH:12]=[CH:13][CH:14]=1)[CH2:4]2. (3) Reactant: [CH3:1][O:2][C:3]1[CH:8]=[CH:7][C:6]([CH:9]([C:29]2[CH:34]=[CH:33][C:32]([O:35][CH3:36])=[CH:31][CH:30]=2)[NH:10][C:11]([C:13]2[C:18]([NH:19][C:20]3[CH:25]=[C:24]([CH3:26])[CH:23]=[C:22]([CH3:27])[N:21]=3)=[CH:17][C:16](Br)=[CH:15][N:14]=2)=[O:12])=[CH:5][CH:4]=1.[C:37]([NH:40][CH2:41][CH:42]([NH:45][C:46](=[O:52])[O:47][C:48]([CH3:51])([CH3:50])[CH3:49])[CH2:43][NH2:44])(=[O:39])[CH3:38].CC1(C)C2C(=C(P(C3C=CC=CC=3)C3C=CC=CC=3)C=CC=2)OC2C(P(C3C=CC=CC=3)C3C=CC=CC=3)=CC=CC1=2.C(=O)([O-])[O-].[Cs+].[Cs+]. Product: [C:37]([NH:40][CH2:41][CH:42]([NH:45][C:46](=[O:52])[O:47][C:48]([CH3:51])([CH3:50])[CH3:49])[CH2:43][NH:44][C:16]1[CH:15]=[N:14][C:13]([C:11](=[O:12])[NH:10][CH:9]([C:29]2[CH:34]=[CH:33][C:32]([O:35][CH3:36])=[CH:31][CH:30]=2)[C:6]2[CH:7]=[CH:8][C:3]([O:2][CH3:1])=[CH:4][CH:5]=2)=[C:18]([NH:19][C:20]2[CH:25]=[C:24]([CH3:26])[CH:23]=[C:22]([CH3:27])[N:21]=2)[CH:17]=1)(=[O:39])[CH3:38]. The catalyst class is: 102. (4) Reactant: [Br:1][C:2]1[CH:7]=[CH:6][CH:5]=[C:4]([N+:8]([O-])=O)[C:3]=1[N:11]1[CH2:15][CH2:14][CH2:13][CH:12]1[C:16]([O-:18])=O.[NH4+].[Cl-]. Product: [Br:1][C:2]1[CH:7]=[CH:6][CH2:5][CH:4]2[C:3]=1[N:11]1[CH2:15][CH2:14][CH2:13][CH:12]1[C:16](=[O:18])[NH:8]2. The catalyst class is: 406. (5) Reactant: [Cl:1][C:2]1[S:3][C:4]2[CH:10]=[C:9]([C:11]([OH:13])=O)[CH:8]=[CH:7][C:5]=2[N:6]=1.[CH:14]1([NH2:17])[CH2:16][CH2:15]1. Product: [Cl:1][C:2]1[S:3][C:4]2[CH:10]=[C:9]([C:11]([NH:17][CH:14]3[CH2:16][CH2:15]3)=[O:13])[CH:8]=[CH:7][C:5]=2[N:6]=1. The catalyst class is: 344. (6) Reactant: [NH2:1][CH2:2][C:3]1[CH:8]=[CH:7][C:6]([C:9]([N:11]2[CH2:17][C:16]3([CH3:19])[CH2:18][CH:12]2[CH2:13][C:14]([CH3:21])([CH3:20])[CH2:15]3)=[O:10])=[CH:5][CH:4]=1.Cl[CH2:23][CH2:24][CH2:25][S:26](Cl)(=[O:28])=[O:27].[H-].[Na+]. Product: [O:27]=[S:26]1(=[O:28])[CH2:25][CH2:24][CH2:23][N:1]1[CH2:2][C:3]1[CH:4]=[CH:5][C:6]([C:9]([N:11]2[CH2:17][C:16]3([CH3:19])[CH2:18][CH:12]2[CH2:13][C:14]([CH3:21])([CH3:20])[CH2:15]3)=[O:10])=[CH:7][CH:8]=1. The catalyst class is: 2. (7) Reactant: [F:1][C@@H:2]1[CH2:6][N:5]([C:7]2[CH:8]=[CH:9][C:10]([N+:13]([O-])=O)=[N:11][CH:12]=2)[C@@H:4]([C:16]2[CH:21]=[C:20]([F:22])[CH:19]=[CH:18][C:17]=2[O:23][C@H:24]2[CH2:28][CH2:27][O:26][CH2:25]2)[CH2:3]1. Product: [F:1][C@@H:2]1[CH2:6][N:5]([C:7]2[CH:8]=[CH:9][C:10]([NH2:13])=[N:11][CH:12]=2)[C@@H:4]([C:16]2[CH:21]=[C:20]([F:22])[CH:19]=[CH:18][C:17]=2[O:23][C@H:24]2[CH2:28][CH2:27][O:26][CH2:25]2)[CH2:3]1. The catalyst class is: 171.